Dataset: Reaction yield outcomes from USPTO patents with 853,638 reactions. Task: Predict the reaction yield, written as a fraction of the theoretical maximum amount of product (1.0 means a 100% yield; for example, 0.34 means a 34% yield). (1) The reactants are [F:1][C:2]1[CH:10]=[C:9]([N+:11]([O-:13])=[O:12])[CH:8]=[CH:7][C:3]=1[C:4]([OH:6])=[O:5].OS(O)(=O)=O.[CH3:19]O. No catalyst specified. The product is [F:1][C:2]1[CH:10]=[C:9]([N+:11]([O-:13])=[O:12])[CH:8]=[CH:7][C:3]=1[C:4]([O:6][CH3:19])=[O:5]. The yield is 0.980. (2) The reactants are [Br:1][C:2]1[CH:3]=[C:4]([CH:7]=[CH:8][C:9]=1[Cl:10])[CH2:5][OH:6].[Cr](Cl)([O-])(=O)=O.[NH+]1C=CC=CC=1. The catalyst is ClCCl. The product is [Br:1][C:2]1[CH:3]=[C:4]([CH:7]=[CH:8][C:9]=1[Cl:10])[CH:5]=[O:6]. The yield is 0.930.